This data is from Forward reaction prediction with 1.9M reactions from USPTO patents (1976-2016). The task is: Predict the product of the given reaction. Given the reactants [CH2:1]([O:3][C:4](=[O:26])[CH2:5][N:6]1[C:12](=[O:13])[CH2:11][C:10]2[CH:14]=[CH:15][C:16]([Cl:18])=[CH:17][C:9]=2[CH:8]([C:19]2[CH:24]=[CH:23][CH:22]=[CH:21][C:20]=2[Cl:25])[CH2:7]1)[CH3:2].[C:27](N=P(N=P(N(C)C)(N(C)C)N(C)C)(N=P(N(C)C)(N(C)C)N(C)C)N=P(N(C)C)(N(C)C)N(C)C)([CH3:30])([CH3:29])[CH3:28].ICC(C)C.Cl, predict the reaction product. The product is: [CH2:1]([O:3][C:4](=[O:26])[CH2:5][N:6]1[CH2:7][CH:8]([C:19]2[CH:24]=[CH:23][CH:22]=[CH:21][C:20]=2[Cl:25])[C:9]2[CH:17]=[C:16]([Cl:18])[CH:15]=[CH:14][C:10]=2[CH:11]([CH2:28][CH:27]([CH3:30])[CH3:29])[C:12]1=[O:13])[CH3:2].